Dataset: Reaction yield outcomes from USPTO patents with 853,638 reactions. Task: Predict the reaction yield, written as a fraction of the theoretical maximum amount of product (1.0 means a 100% yield; for example, 0.34 means a 34% yield). (1) The reactants are [CH3:1][C:2]1[C:6]([C:7]2[CH:8]=[CH:9][C:10](=[O:13])[NH:11][CH:12]=2)=[C:5]([CH3:14])[O:4][N:3]=1.CCN(CC)CC.[F:22][C:23]1[CH:31]=[CH:30][C:26]([C:27](Cl)=[O:28])=[CH:25][CH:24]=1. The catalyst is O1CCOCC1. The product is [CH3:1][C:2]1[C:6]([C:7]2[CH:8]=[CH:9][C:10](=[O:13])[N:11]([C:27](=[O:28])[C:26]3[CH:30]=[CH:31][C:23]([F:22])=[CH:24][CH:25]=3)[CH:12]=2)=[C:5]([CH3:14])[O:4][N:3]=1. The yield is 0.760. (2) The reactants are [CH:1]([C:3]1[CH:8]=[CH:7][C:6]([C:9]#[C:10][C:11]2[CH:36]=[CH:35][C:14]([C:15]([N:17]([CH3:34])[C@:18]([CH3:33])([C:23]([NH:25][O:26][CH:27]3[CH2:32][CH2:31][CH2:30][CH2:29][O:28]3)=[O:24])[C:19]([NH:21][CH3:22])=[O:20])=[O:16])=[CH:13][CH:12]=2)=[CH:5][CH:4]=1)=O.[CH:37]1([NH2:40])[CH2:39][CH2:38]1. No catalyst specified. The product is [CH:37]1([NH:40][CH2:1][C:3]2[CH:4]=[CH:5][C:6]([C:9]#[C:10][C:11]3[CH:12]=[CH:13][C:14]([C:15]([N:17]([CH3:34])[C@:18]([CH3:33])([C:23]([NH:25][O:26][CH:27]4[CH2:32][CH2:31][CH2:30][CH2:29][O:28]4)=[O:24])[C:19]([NH:21][CH3:22])=[O:20])=[O:16])=[CH:35][CH:36]=3)=[CH:7][CH:8]=2)[CH2:39][CH2:38]1. The yield is 0.620. (3) The reactants are [CH3:1][O:2][C:3]([C:5]1[S:6][C:7]([C:26]#[C:27][C:28]([CH3:31])([CH3:30])[CH3:29])=[CH:8][C:9]=1[N:10]1[C@H:15]([CH:16]2[CH2:21][CH2:20][CH2:19][CH2:18][CH2:17]2)[CH2:14][O:13][C@H:12]([CH2:22][CH:23]=C)[C:11]1=[O:25])=[O:4].C[N+]1([O-])CC[O:36]CC1.O.I([O-])(=O)(=O)=O.[Na+]. The catalyst is CC(C)=O.[Os](=O)(=O)(=O)=O. The product is [CH3:1][O:2][C:3]([C:5]1[S:6][C:7]([C:26]#[C:27][C:28]([CH3:29])([CH3:30])[CH3:31])=[CH:8][C:9]=1[N:10]1[C@H:15]([CH:16]2[CH2:21][CH2:20][CH2:19][CH2:18][CH2:17]2)[CH2:14][O:13][C@H:12]([CH2:22][CH:23]=[O:36])[C:11]1=[O:25])=[O:4]. The yield is 0.660. (4) The reactants are CC1C=C(N2CCN(CCOC3C=CC=CC=3)C2=O)SC=1C(O)=O.[F:25][C:26]1[CH:47]=[CH:46][C:29]([CH2:30][N:31]2[CH2:35][CH2:34][N:33]([C:36]3[S:40][C:39]([C:41](O)=[O:42])=[C:38]([CH3:44])[CH:37]=3)[C:32]2=[O:45])=[CH:28][CH:27]=1.[C:48]([C:52]1[NH:56][N:55]=[C:54]([CH2:57][NH2:58])[CH:53]=1)([CH3:51])([CH3:50])[CH3:49]. No catalyst specified. The product is [C:48]([C:52]1[NH:56][N:55]=[C:54]([CH2:57][NH:58][C:41]([C:39]2[S:40][C:36]([N:33]3[CH2:34][CH2:35][N:31]([CH2:30][C:29]4[CH:46]=[CH:47][C:26]([F:25])=[CH:27][CH:28]=4)[C:32]3=[O:45])=[CH:37][C:38]=2[CH3:44])=[O:42])[CH:53]=1)([CH3:51])([CH3:49])[CH3:50]. The yield is 0.410. (5) The reactants are C([O:3][CH:4](OCC)[C:5]1[O:6][C:7]2[CH:13]=[C:12]([C:14]([O:16][CH3:17])=[O:15])[CH:11]=[CH:10][C:8]=2[CH:9]=1)C.C(O)=O. The catalyst is O. The product is [CH:4]([C:5]1[O:6][C:7]2[CH:13]=[C:12]([C:14]([O:16][CH3:17])=[O:15])[CH:11]=[CH:10][C:8]=2[CH:9]=1)=[O:3]. The yield is 0.940. (6) The reactants are [NH2:1][C:2]1[CH:3]=[C:4]([CH:9]=[CH:10][C:11]=1[C:12]1[CH:21]=[CH:20][C:19]2[C:14](=[CH:15][CH:16]=[C:17]([O:22][CH3:23])[CH:18]=2)[CH:13]=1)[C:5]([O:7][CH3:8])=[O:6].CCN(C(C)C)C(C)C.[CH2:33]([O:36][CH2:37][CH2:38]Br)[CH2:34]Br. The catalyst is C1(C)C=CC=CC=1. The product is [CH3:23][O:22][C:17]1[CH:18]=[C:19]2[C:14](=[CH:15][CH:16]=1)[CH:13]=[C:12]([C:11]1[CH:10]=[CH:9][C:4]([C:5]([O:7][CH3:8])=[O:6])=[CH:3][C:2]=1[N:1]1[CH2:38][CH2:37][O:36][CH2:33][CH2:34]1)[CH:21]=[CH:20]2. The yield is 0.810. (7) The reactants are [CH3:1][N:2]1[CH2:7][CH2:6][N:5]([NH:8][CH2:9][C:10]2[S:11][CH:12]=[CH:13][N:14]=2)[CH2:4][CH2:3]1.C(N(CC)CC)C.[CH3:22][C:23]([O:26][C:27]([N:29]([C:47]([O:49][C:50]([CH3:53])([CH3:52])[CH3:51])=[O:48])[N:30]([C:38]1[C:43]([F:44])=[C:42](Cl)[N:41]=[C:40]([Cl:46])[N:39]=1)[C:31]([O:33][C:34]([CH3:37])([CH3:36])[CH3:35])=[O:32])=[O:28])([CH3:25])[CH3:24].CS(C)=O. The catalyst is C1COCC1. The product is [Cl:46][C:40]1[N:39]=[C:38]([N:30]([C:31]([O:33][C:34]([CH3:37])([CH3:36])[CH3:35])=[O:32])[N:29]([C:27]([O:26][C:23]([CH3:22])([CH3:24])[CH3:25])=[O:28])[C:47]([O:49][C:50]([CH3:51])([CH3:52])[CH3:53])=[O:48])[C:43]([F:44])=[C:42]([N:8]([N:5]2[CH2:4][CH2:3][N:2]([CH3:1])[CH2:7][CH2:6]2)[CH2:9][C:10]2[S:11][CH:12]=[CH:13][N:14]=2)[N:41]=1. The yield is 0.0300. (8) The reactants are [CH:1](=[O:15])[CH:2]=[CH:3][CH:4]=[CH:5][CH:6]=[CH:7][CH:8]=[CH:9][CH:10]=[CH:11][CH:12]=[CH:13][CH3:14].[BH4-].[Na+].C(OCC)(=O)C.O. The catalyst is C(O)C. The product is [CH2:1]([OH:15])[CH:2]=[CH:3][CH:4]=[CH:5][CH:6]=[CH:7][CH:8]=[CH:9][CH:10]=[CH:11][CH:12]=[CH:13][CH3:14]. The yield is 0.600.